This data is from Forward reaction prediction with 1.9M reactions from USPTO patents (1976-2016). The task is: Predict the product of the given reaction. (1) Given the reactants [C:1]([O:6][CH3:7])(=[O:5])[C:2]([CH3:4])=[CH2:3].C([O:12][CH2:13][CH2:14]CC)(=O)C=C.C=CC1C=CC=CC=1.C(OO)(C)(C)C, predict the reaction product. The product is: [C:1]([O:6][CH2:7][CH:13]1[O:12][CH2:14]1)(=[O:5])[C:2]([CH3:4])=[CH2:3]. (2) Given the reactants [C:1]([O:5][C:6]([N:8]1[CH2:13][CH2:12][CH:11]([N:14]2[C:18]3=[N:19][CH:20]=[N:21][C:22](Cl)=[C:17]3[CH:16]=[N:15]2)[CH2:10][CH2:9]1)=[O:7])([CH3:4])([CH3:3])[CH3:2].[F:24][C:25]1[CH:26]=[C:27]([CH:30]=[CH:31][C:32]=1[OH:33])[C:28]#[N:29], predict the reaction product. The product is: [C:1]([O:5][C:6]([N:8]1[CH2:13][CH2:12][CH:11]([N:14]2[C:18]3=[N:19][CH:20]=[N:21][C:22]([O:33][C:32]4[CH:31]=[CH:30][C:27]([C:28]#[N:29])=[CH:26][C:25]=4[F:24])=[C:17]3[CH:16]=[N:15]2)[CH2:10][CH2:9]1)=[O:7])([CH3:4])([CH3:3])[CH3:2].